This data is from Reaction yield outcomes from USPTO patents with 853,638 reactions. The task is: Predict the reaction yield, written as a fraction of the theoretical maximum amount of product (1.0 means a 100% yield; for example, 0.34 means a 34% yield). (1) The reactants are [F:1][C:2]1[CH:3]=[C:4]2[C:8](=[CH:9][CH:10]=1)[NH:7][C:6](=[O:11])[C:5]2=O.[Cl:13][C:14]1[CH:19]=[C:18]([CH2:20][N:21]2[CH2:26][CH2:25][O:24][CH2:23][CH2:22]2)[CH:17]=[CH:16][C:15]=1[C:27](=O)[CH3:28].[OH-:30].[K+].Cl. The catalyst is CCO.O.O. The product is [Cl:13][C:14]1[CH:19]=[C:18]([CH2:20][N:21]2[CH2:22][CH2:23][O:24][CH2:25][CH2:26]2)[CH:17]=[CH:16][C:15]=1[C:27]1[CH:28]=[C:5]([C:6]([OH:11])=[O:30])[C:4]2[C:8](=[CH:9][CH:10]=[C:2]([F:1])[CH:3]=2)[N:7]=1. The yield is 0.300. (2) The product is [CH3:1][O:2][C:3]1[CH:11]=[CH:10][C:6]([C:7]([NH:21][CH:17]([CH2:18][CH2:19][CH3:20])[CH2:16][CH:14]([CH3:15])[CH3:13])=[O:9])=[CH:5][C:4]=1[CH3:12]. The reactants are [CH3:1][O:2][C:3]1[CH:11]=[CH:10][C:6]([C:7]([OH:9])=O)=[CH:5][C:4]=1[CH3:12].[CH3:13][CH:14]([CH2:16][CH:17]([NH2:21])[CH2:18][CH2:19][CH3:20])[CH3:15]. No catalyst specified. The yield is 0.450.